This data is from Acute oral toxicity (LD50) regression data from Zhu et al.. The task is: Regression/Classification. Given a drug SMILES string, predict its toxicity properties. Task type varies by dataset: regression for continuous values (e.g., LD50, hERG inhibition percentage) or binary classification for toxic/non-toxic outcomes (e.g., AMES mutagenicity, cardiotoxicity, hepatotoxicity). Dataset: ld50_zhu. (1) The drug is CCNC(C)CN1CCc2c(c(=O)oc3ccccc23)C1. The rat oral LD50 is 2.98, given as -log10 of the dose in mol/kg body weight (higher means more acutely toxic). (2) The compound is CSCCC(O)C(=O)O. The rat oral LD50 is 1.64, given as -log10 of the dose in mol/kg body weight (higher means more acutely toxic). (3) The molecule is O=C(OCCOc1ccc(Cl)cc1Cl)c1ccccc1. The rat oral LD50 is 2.26, given as -log10 of the dose in mol/kg body weight (higher means more acutely toxic).